From a dataset of Full USPTO retrosynthesis dataset with 1.9M reactions from patents (1976-2016). Predict the reactants needed to synthesize the given product. (1) Given the product [C:7]([Si:11]([CH3:20])([CH3:19])[O:12][CH2:13][C:14]([CH3:18])([CH3:17])[CH:15]=[O:16])([CH3:10])([CH3:9])[CH3:8], predict the reactants needed to synthesize it. The reactants are: C(Cl)(=O)C(Cl)=O.[C:7]([Si:11]([CH3:20])([CH3:19])[O:12][CH2:13][C:14]([CH3:18])([CH3:17])[CH2:15][OH:16])([CH3:10])([CH3:9])[CH3:8].C(N(CC)CC)C. (2) Given the product [Cl:31][C:32]1[CH:37]=[C:36]([O:38][C:39]([F:41])([F:40])[F:42])[CH:35]=[C:34]([Cl:43])[C:33]=1[NH:44][C:45]([NH:2][C:3]1[C:4]([C:13]([NH:15][CH:16]([C@H:21]2[CH2:26][CH2:25][C@@H:24]([C:27]([F:28])([F:29])[F:30])[CH2:23][CH2:22]2)[C:17]([O:19][CH3:20])=[O:18])=[O:14])=[CH:5][C:6]2[C:11]([CH:12]=1)=[CH:10][CH:9]=[CH:8][CH:7]=2)=[O:46], predict the reactants needed to synthesize it. The reactants are: Cl.[NH2:2][C:3]1[C:4]([C:13]([NH:15][CH:16]([C@H:21]2[CH2:26][CH2:25][C@@H:24]([C:27]([F:30])([F:29])[F:28])[CH2:23][CH2:22]2)[C:17]([O:19][CH3:20])=[O:18])=[O:14])=[CH:5][C:6]2[C:11]([CH:12]=1)=[CH:10][CH:9]=[CH:8][CH:7]=2.[Cl:31][C:32]1[CH:37]=[C:36]([O:38][C:39]([F:42])([F:41])[F:40])[CH:35]=[C:34]([Cl:43])[C:33]=1[N:44]=[C:45]=[O:46].CCCCCC.C(OCC)(=O)C. (3) Given the product [NH2:58][CH2:59][CH2:60][CH2:61][CH2:62][C:63]([N:45]1[CH2:50][CH2:49][N:48]([C:10]2[N:11]=[C:12]3[CH:19]=[C:18]([C:20]([NH:22][C:23]4[S:24][CH:25]=[C:26]([C:28]([CH3:29])([CH3:30])[CH3:31])[N:27]=4)=[O:21])[CH:17]=[CH:16][N:13]3[C:14](=[O:15])[C:9]=2/[CH:8]=[CH:7]/[C:6]([OH:5])=[O:33])[CH2:47][CH2:46]1)=[O:64].[C:1]([O:5][C:6](=[O:33])[CH:7]=[CH2:8])([CH3:4])([CH3:3])[CH3:2], predict the reactants needed to synthesize it. The reactants are: [C:1]([O:5][C:6](=[O:33])/[CH:7]=[CH:8]/[C:9]1[C:14](=[O:15])[N:13]2[CH:16]=[CH:17][C:18]([C:20]([NH:22][C:23]3[S:24][CH:25]=[C:26]([C:28]([CH3:31])([CH3:30])[CH3:29])[N:27]=3)=[O:21])=[CH:19][C:12]2=[N:11][C:10]=1O)([CH3:4])([CH3:3])[CH3:2].S(Cl)(C1C=CC(C)=CC=1)(=O)=O.[NH:45]1[CH2:50][CH2:49][NH:48][CH2:47][CH2:46]1.C(OC([NH:58][CH2:59][CH2:60][CH2:61][CH2:62][C:63](O)=[O:64])=O)(C)(C)C.CCN=C=NCCCN(C)C.Cl.